From a dataset of Reaction yield outcomes from USPTO patents with 853,638 reactions. Predict the reaction yield, written as a fraction of the theoretical maximum amount of product (1.0 means a 100% yield; for example, 0.34 means a 34% yield). The reactants are C(O[C:6]([NH:8][C:9]1([C:12]2[NH:13][C:14]([C:22]3[CH:31]=[CH:30][CH:29]=[C:28]4[C:23]=3[N:24]=[C:25]([NH:33][CH2:34][CH:35]([F:37])[F:36])[C:26]([CH3:32])=[N:27]4)=[CH:15][C:16]=2C(OCC)=O)[CH2:11][CH2:10]1)=[O:7])(C)(C)C.Cl.NC1(C2NC(C3C=CC=C4C=3N=C(NCC(F)F)C(C)=N4)=CC=2C(O)=O)CC1.Cl.NC1(C2NC(C3C=CC=C4C=3N=C(NC(C)(C)C)C(C)=N4)=CC=2C(O)=O)CC1.CCN(C(C)C)C(C)C.F[P-](F)(F)(F)(F)F.N1(O[P+](N2CCCC2)(N2CCCC2)N2CCCC2)C2C=CC=CC=2N=N1. The catalyst is CN(C=O)C.C(Cl)Cl. The product is [F:36][CH:35]([F:37])[CH2:34][NH:33][C:25]1[C:26]([CH3:32])=[N:27][C:28]2[C:23]([N:24]=1)=[C:22]([C:14]1[NH:13][C:12]3[C:9]4([CH2:10][CH2:11]4)[NH:8][C:6](=[O:7])[C:16]=3[CH:15]=1)[CH:31]=[CH:30][CH:29]=2. The yield is 0.660.